The task is: Regression. Given two drug SMILES strings and cell line genomic features, predict the synergy score measuring deviation from expected non-interaction effect.. This data is from NCI-60 drug combinations with 297,098 pairs across 59 cell lines. (1) Drug 1: CCCS(=O)(=O)NC1=C(C(=C(C=C1)F)C(=O)C2=CNC3=C2C=C(C=N3)C4=CC=C(C=C4)Cl)F. Drug 2: CC1=C2C(C(=O)C3(C(CC4C(C3C(C(C2(C)C)(CC1OC(=O)C(C(C5=CC=CC=C5)NC(=O)OC(C)(C)C)O)O)OC(=O)C6=CC=CC=C6)(CO4)OC(=O)C)O)C)O. Cell line: COLO 205. Synergy scores: CSS=71.3, Synergy_ZIP=8.27, Synergy_Bliss=8.41, Synergy_Loewe=3.11, Synergy_HSA=11.6. (2) Drug 1: C1=CC(=CC=C1CC(C(=O)O)N)N(CCCl)CCCl.Cl. Drug 2: CC1=C(C=C(C=C1)NC(=O)C2=CC=C(C=C2)CN3CCN(CC3)C)NC4=NC=CC(=N4)C5=CN=CC=C5. Cell line: NCI-H322M. Synergy scores: CSS=-6.22, Synergy_ZIP=0.578, Synergy_Bliss=-4.11, Synergy_Loewe=-9.95, Synergy_HSA=-7.90. (3) Drug 1: C1=CC(=CC=C1CCCC(=O)O)N(CCCl)CCCl. Drug 2: CC1=C(C(=O)C2=C(C1=O)N3CC4C(C3(C2COC(=O)N)OC)N4)N. Cell line: DU-145. Synergy scores: CSS=78.4, Synergy_ZIP=-2.29, Synergy_Bliss=-6.68, Synergy_Loewe=-7.55, Synergy_HSA=-3.53. (4) Drug 1: C1=NC2=C(N1)C(=S)N=CN2. Drug 2: C1CCC(C(C1)N)N.C(=O)(C(=O)[O-])[O-].[Pt+4]. Cell line: HOP-92. Synergy scores: CSS=32.2, Synergy_ZIP=-14.0, Synergy_Bliss=-9.87, Synergy_Loewe=-7.65, Synergy_HSA=-5.36. (5) Drug 1: CC1C(C(=O)NC(C(=O)N2CCCC2C(=O)N(CC(=O)N(C(C(=O)O1)C(C)C)C)C)C(C)C)NC(=O)C3=C4C(=C(C=C3)C)OC5=C(C(=O)C(=C(C5=N4)C(=O)NC6C(OC(=O)C(N(C(=O)CN(C(=O)C7CCCN7C(=O)C(NC6=O)C(C)C)C)C)C(C)C)C)N)C. Drug 2: C1=NNC2=C1C(=O)NC=N2. Cell line: HS 578T. Synergy scores: CSS=15.3, Synergy_ZIP=-3.65, Synergy_Bliss=3.43, Synergy_Loewe=-14.6, Synergy_HSA=1.85. (6) Drug 1: C1=NC2=C(N=C(N=C2N1C3C(C(C(O3)CO)O)F)Cl)N. Drug 2: CNC(=O)C1=NC=CC(=C1)OC2=CC=C(C=C2)NC(=O)NC3=CC(=C(C=C3)Cl)C(F)(F)F. Cell line: HCT116. Synergy scores: CSS=11.8, Synergy_ZIP=-7.48, Synergy_Bliss=-7.80, Synergy_Loewe=-34.5, Synergy_HSA=-10.8. (7) Drug 1: CC1CCCC2(C(O2)CC(NC(=O)CC(C(C(=O)C(C1O)C)(C)C)O)C(=CC3=CSC(=N3)C)C)C. Drug 2: N.N.Cl[Pt+2]Cl. Cell line: EKVX. Synergy scores: CSS=22.1, Synergy_ZIP=-3.35, Synergy_Bliss=-2.23, Synergy_Loewe=0.600, Synergy_HSA=2.46. (8) Drug 1: C1=NC(=NC(=O)N1C2C(C(C(O2)CO)O)O)N. Drug 2: CS(=O)(=O)OCCCCOS(=O)(=O)C. Cell line: MDA-MB-231. Synergy scores: CSS=37.6, Synergy_ZIP=-7.30, Synergy_Bliss=1.35, Synergy_Loewe=-38.5, Synergy_HSA=2.06.